Task: Predict which catalyst facilitates the given reaction.. Dataset: Catalyst prediction with 721,799 reactions and 888 catalyst types from USPTO Reactant: [F:1][C:2]1[CH:7]=[CH:6][C:5]([CH:8]([NH:21]C(=O)OC(C)(C)C)[CH:9]([OH:20])[C:10]2[CH:15]=[CH:14][CH:13]=[C:12]([C:16]([F:19])([F:18])[F:17])[CH:11]=2)=[CH:4][CH:3]=1.FC(F)(F)C(O)=O.C(=O)([O-])O.[Na+]. Product: [NH2:21][CH:8]([C:5]1[CH:4]=[CH:3][C:2]([F:1])=[CH:7][CH:6]=1)[CH:9]([C:10]1[CH:15]=[CH:14][CH:13]=[C:12]([C:16]([F:17])([F:18])[F:19])[CH:11]=1)[OH:20]. The catalyst class is: 4.